This data is from Hepatocyte clearance measurements from AstraZeneca. The task is: Regression/Classification. Given a drug SMILES string, predict its absorption, distribution, metabolism, or excretion properties. Task type varies by dataset: regression for continuous measurements (e.g., permeability, clearance, half-life) or binary classification for categorical outcomes (e.g., BBB penetration, CYP inhibition). For this dataset (clearance_hepatocyte_az), we predict log10(clearance) (log10 of the in vitro intrinsic clearance, CLint, in uL/min per 10^6 hepatocytes; values are censored to the assay range of 3 to 150, which is 0.477 to 2.18 on this log10 scale). (1) The drug is O=S(=O)(Nc1ccc2sc(CO)nc2c1)c1ccc(Br)cc1. The log10(clearance) is 1.39. (2) The compound is Cc1cc(NC(=O)Nc2cccc3ccccc23)no1. The log10(clearance) is 1.98. (3) The log10(clearance) is 1.88. The drug is C[C@@](C(=O)O[C@H]1C[N+]2(CCc3ccccc3)CCC1CC2)(c1ccccc1)N1CCCCC1. (4) The molecule is O=C(NCC1(O)CCCCCC1)c1cc(-c2ccccc2C(=O)O)ccc1Cl. The log10(clearance) is 1.10. (5) The log10(clearance) is 1.62. The molecule is CNc1ncnc2c(CNc3cc(NC(=O)c4ccc5c(c4)OCCO5)ccc3C)cccc12. (6) The drug is CCCCCCCC(=O)N[C@@H](CCN)C(=O)N[C@H](C(=O)N[C@@H](C)C(=O)N[C@H]1CCNC(=O)[C@H]([C@@H](C)O)NC(=O)[C@H](CCN)NC(=O)[C@H](CCN)NC(=O)[C@H](CC(C)C)NC(=O)[C@@H](Cc2ccccc2)NC(=O)[C@H](CCN)NC1=O)[C@@H](C)O. The log10(clearance) is 0.480.